Dataset: Retrosynthesis with 50K atom-mapped reactions and 10 reaction types from USPTO. Task: Predict the reactants needed to synthesize the given product. Given the product COc1ccc2c(c1)CN(CCCCNC(=O)c1ccc(-c3cccc(C#N)c3)cc1)CC2, predict the reactants needed to synthesize it. The reactants are: COc1ccc2c(c1)CN(CCCCN)CC2.N#Cc1cccc(-c2ccc(C(=O)O)cc2)c1.